From a dataset of Forward reaction prediction with 1.9M reactions from USPTO patents (1976-2016). Predict the product of the given reaction. (1) Given the reactants [C:1]([O:5][C:6]([CH2:8][CH2:9][CH2:10][C:11](=[O:16])[C:12]([O:14][CH3:15])=[O:13])=[O:7])([CH3:4])([CH3:3])[CH3:2].C(O[BH-](OC(=O)C)OC(=O)C)(=O)C.[Na+].C(OC(CCCCCC(O)C(OC)=O)=O)(C)(C)C, predict the reaction product. The product is: [C:1]([O:5][C:6]([CH2:8][CH2:9][CH2:10][CH:11]([OH:16])[C:12]([O:14][CH3:15])=[O:13])=[O:7])([CH3:3])([CH3:4])[CH3:2]. (2) Given the reactants [Cl:1][C:2]1[N:6]2[CH:7]=[C:8]([C:15]3[CH:19]=[CH:18][O:17][CH:16]=3)[CH:9]=[C:10]([C:11]([F:14])([F:13])[F:12])[C:5]2=[N:4][C:3]=1[C:20](O)=[O:21].[CH3:23][C@@H:24]1[CH2:28][O:27][C:26](=[O:29])[N:25]1[CH:30]1[CH2:35][CH2:34][NH:33][CH2:32][CH2:31]1.CCN(C(C)C)C(C)C.CN(C(ON1N=NC2C=CC=NC1=2)=[N+](C)C)C.F[P-](F)(F)(F)(F)F, predict the reaction product. The product is: [Cl:1][C:2]1[N:6]2[CH:7]=[C:8]([C:15]3[CH:19]=[CH:18][O:17][CH:16]=3)[CH:9]=[C:10]([C:11]([F:13])([F:12])[F:14])[C:5]2=[N:4][C:3]=1[C:20]([N:33]1[CH2:32][CH2:31][CH:30]([N:25]2[C@H:24]([CH3:23])[CH2:28][O:27][C:26]2=[O:29])[CH2:35][CH2:34]1)=[O:21]. (3) Given the reactants [Cl-].O[NH3+:3].[C:4](=[O:7])([O-])[OH:5].[Na+].CS(C)=O.[OH:13][C:14]([CH3:53])([CH3:52])[CH2:15][O:16][C@H:17]1[CH2:22][CH2:21][C@H:20]([N:23]2[C:28](=[O:29])[C:27]([CH2:30][C:31]3[CH:36]=[CH:35][C:34]([C:37]4[C:38]([C:43]#[N:44])=[CH:39][CH:40]=[CH:41][CH:42]=4)=[CH:33][CH:32]=3)=[C:26]([CH2:45][CH2:46][CH3:47])[N:25]3[N:48]=[C:49]([CH3:51])[N:50]=[C:24]23)[CH2:19][CH2:18]1, predict the reaction product. The product is: [OH:13][C:14]([CH3:52])([CH3:53])[CH2:15][O:16][C@H:17]1[CH2:22][CH2:21][C@H:20]([N:23]2[C:28](=[O:29])[C:27]([CH2:30][C:31]3[CH:36]=[CH:35][C:34]([C:37]4[CH:42]=[CH:41][CH:40]=[CH:39][C:38]=4[C:43]4[NH:3][C:4](=[O:7])[O:5][N:44]=4)=[CH:33][CH:32]=3)=[C:26]([CH2:45][CH2:46][CH3:47])[N:25]3[N:48]=[C:49]([CH3:51])[N:50]=[C:24]23)[CH2:19][CH2:18]1. (4) Given the reactants Cl[CH2:2][CH2:3][CH2:4][CH:5]([CH:10]1[CH2:12][CH2:11]1)[C:6]([NH:8][NH2:9])=O.Cl.Cl.[CH3:15][O:16][C:17]1[CH:18]=[C:19](/[CH:29]=[CH:30]/[C:31](=[NH:35])OCC)[CH:20]=[CH:21][C:22]=1[N:23]1[CH:27]=[C:26]([CH3:28])[N:25]=[CH:24]1.C(OCC)(=O)C.O, predict the reaction product. The product is: [CH:10]1([CH:5]2[CH2:4][CH2:3][CH2:2][N:8]3[N:9]=[C:31](/[CH:30]=[CH:29]/[C:19]4[CH:20]=[CH:21][C:22]([N:23]5[CH:27]=[C:26]([CH3:28])[N:25]=[CH:24]5)=[C:17]([O:16][CH3:15])[CH:18]=4)[N:35]=[C:6]23)[CH2:12][CH2:11]1. (5) Given the reactants [C:1]1([OH:7])[CH:6]=[CH:5][CH:4]=[CH:3][CH:2]=1.[OH-].[Na+].[I-].[Na+].Cl[CH2:13][C:14]([O:16][CH2:17][CH3:18])=[O:15].CC1C=C(OC)C=CC=1, predict the reaction product. The product is: [O:7]([CH2:13][C:14]([O:16][CH2:17][CH3:18])=[O:15])[C:1]1[CH:6]=[CH:5][CH:4]=[CH:3][CH:2]=1. (6) Given the reactants [CH2:1]([N:5]1[C:14]([CH2:15][NH:16]C(=O)OC(C)(C)C)=[C:13]([C:24]2[CH:29]=[CH:28][CH:27]=[CH:26][CH:25]=2)[C:12]2[C:7](=[CH:8][CH:9]=[C:10]([C:30]3[NH:34][C:33](=[O:35])[O:32][N:31]=3)[CH:11]=2)[C:6]1=[O:36])[CH:2]([CH3:4])[CH3:3].[ClH:37], predict the reaction product. The product is: [ClH:37].[NH2:16][CH2:15][C:14]1[N:5]([CH2:1][CH:2]([CH3:4])[CH3:3])[C:6](=[O:36])[C:7]2[C:12]([C:13]=1[C:24]1[CH:25]=[CH:26][CH:27]=[CH:28][CH:29]=1)=[CH:11][C:10]([C:30]1[NH:34][C:33](=[O:35])[O:32][N:31]=1)=[CH:9][CH:8]=2.